This data is from Reaction yield outcomes from USPTO patents with 853,638 reactions. The task is: Predict the reaction yield, written as a fraction of the theoretical maximum amount of product (1.0 means a 100% yield; for example, 0.34 means a 34% yield). (1) The reactants are Cl.[CH2:2]1[NH:7][CH2:6][CH2:5][N:4]2[C:8](=[O:11])[CH2:9][CH2:10][CH:3]12.[C:12]([O:16][C:17](O[C:17]([O:16][C:12]([CH3:15])([CH3:14])[CH3:13])=[O:18])=[O:18])([CH3:15])([CH3:14])[CH3:13].C(N(CC)CC)C. The catalyst is C(Cl)Cl. The product is [O:11]=[C:8]1[N:4]2[CH2:5][CH2:6][N:7]([C:17]([O:16][C:12]([CH3:15])([CH3:14])[CH3:13])=[O:18])[CH2:2][CH:3]2[CH2:10][CH2:9]1. The yield is 0.850. (2) The reactants are [CH3:1][N:2]([CH3:18])[C:3]1[N:4]=[CH:5][C:6]2[N:11]=[C:10]([N:12]=[C:13](SC)SC)[S:9][C:7]=2[N:8]=1.Cl.Cl.[NH2:21][CH2:22][C@@:23]1([OH:31])[CH:28]2[CH2:29][CH2:30][N:25]([CH2:26][CH2:27]2)[CH2:24]1.C(=O)([O-])[O-].[Cs+].[Cs+].O. The catalyst is CN(C=O)C. The product is [CH3:1][N:2]([CH3:18])[C:3]1[N:4]=[CH:5][C:6]2[N:11]=[C:10]([NH:12][C:13]3[O:31][C@:23]4([CH2:22][N:21]=3)[CH:28]3[CH2:29][CH2:30][N:25]([CH2:26][CH2:27]3)[CH2:24]4)[S:9][C:7]=2[N:8]=1. The yield is 0.710. (3) The reactants are [CH2:1]([O:5][C:6]1[N:14]=[C:13]2[C:9]([N:10]=[CH:11][N:12]2[CH2:15][C:16]2[CH:17]=[N:18][C:19](Cl)=[CH:20][CH:21]=2)=[C:8]([NH2:23])[N:7]=1)[CH2:2][CH2:3][CH3:4].[CH2:24]([OH:28])[CH2:25][CH2:26][OH:27]. No catalyst specified. The product is [CH2:1]([O:5][C:6]1[N:14]=[C:13]2[C:9]([N:10]=[CH:11][N:12]2[CH2:15][C:16]2[CH:17]=[N:18][C:19]([O:27][CH2:26][CH2:25][CH2:24][OH:28])=[CH:20][CH:21]=2)=[C:8]([NH2:23])[N:7]=1)[CH2:2][CH2:3][CH3:4]. The yield is 0.730. (4) The reactants are [C:1]([C:5]1[CH:6]=[C:7]([CH:10]=[C:11]([C:14]([CH3:17])([CH3:16])[CH3:15])[C:12]=1[OH:13])[CH:8]=O)([CH3:4])([CH3:3])[CH3:2].[F:18][C:19]([F:34])([F:33])[C:20]1[CH:21]=[C:22]([CH2:30][C:31]#[N:32])[CH:23]=[C:24]([C:26]([F:29])([F:28])[F:27])[CH:25]=1. No catalyst specified. The product is [F:18][C:19]([F:33])([F:34])[C:20]1[CH:21]=[C:22]([C:30](=[CH:8][C:7]2[CH:6]=[C:5]([C:1]([CH3:4])([CH3:3])[CH3:2])[C:12]([OH:13])=[C:11]([C:14]([CH3:17])([CH3:16])[CH3:15])[CH:10]=2)[C:31]#[N:32])[CH:23]=[C:24]([C:26]([F:27])([F:28])[F:29])[CH:25]=1. The yield is 0.200. (5) The reactants are [C:1]1(=[O:8])[O:7][C:5](=[O:6])[CH2:4][CH2:3][CH2:2]1.[C:9]([C:11]1[CH:12]=[C:13]([CH:15]=[CH:16][CH:17]=1)[NH2:14])#[CH:10]. The catalyst is ClCCl. The product is [C:9]([C:11]1[CH:12]=[C:13]([NH:14][C:5]([CH2:4][CH2:3][CH2:2][C:1]([OH:7])=[O:8])=[O:6])[CH:15]=[CH:16][CH:17]=1)#[CH:10]. The yield is 0.990. (6) The reactants are [CH3:1][C:2]([O:7][C:8]1[CH:13]=[CH:12][CH:11]=[CH:10][CH:9]=1)([CH3:6])[C:3]([OH:5])=O.[NH2:14][C:15]1[CH:20]=[CH:19][C:18]([N:21]2[C:27](=[O:28])[CH2:26][C:25](=[O:29])[NH:24][C:23]3[C:30]4[C:35]([CH:36]=[CH:37][C:22]2=3)=[CH:34][CH:33]=[CH:32][CH:31]=4)=[CH:17][CH:16]=1.CC(OC1C=CC=CC=1)(C)C(Cl)=O. No catalyst specified. The product is [CH3:6][C:2]([O:7][C:8]1[CH:13]=[CH:12][CH:11]=[CH:10][CH:9]=1)([CH3:1])[C:3]([NH:14][C:15]1[CH:20]=[CH:19][C:18]([N:21]2[C:27](=[O:28])[CH2:26][C:25](=[O:29])[NH:24][C:23]3[C:30]4[C:35]([CH:36]=[CH:37][C:22]2=3)=[CH:34][CH:33]=[CH:32][CH:31]=4)=[CH:17][CH:16]=1)=[O:5]. The yield is 1.00. (7) The reactants are [NH:1]1[CH2:6][CH2:5][CH:4]([S:7]([C:9]2[CH:16]=[CH:15][C:12]([C:13]#[N:14])=[CH:11][CH:10]=2)=[O:8])[CH2:3][CH2:2]1.[CH3:17][CH:18]([CH3:21])[CH:19]=O.C([BH3-])#N.[Na+]. The catalyst is C(O)(=O)C.C(O)C.CC(C)[O-].[Ti+4].CC(C)[O-].CC(C)[O-].CC(C)[O-]. The product is [CH2:17]([N:1]1[CH2:2][CH2:3][CH:4]([S:7]([C:9]2[CH:16]=[CH:15][C:12]([C:13]#[N:14])=[CH:11][CH:10]=2)=[O:8])[CH2:5][CH2:6]1)[CH:18]([CH3:21])[CH3:19]. The yield is 0.430. (8) The reactants are [CH3:1][O:2][C:3]([NH:5][C@@H:6]([CH:54]([CH3:56])[CH3:55])[C:7]([N:9]1[CH2:13][CH2:12][CH2:11][C@H:10]1[C:14]1[NH:18][C:17]2[C:19]3[C:24]([CH:25]=[CH:26][C:16]=2[N:15]=1)=[CH:23][C:22]([C:27]1[CH:28]=[C:29]2[C:51](=[CH:52][CH:53]=1)[C:33]1[NH:34][C:35]([C@@H:37]4[C@@H:42]5[CH2:43][C@@H:39](CC5)[N:38]4C(OC(C)(C)C)=O)=[N:36][C:32]=1[CH:31]=[CH:30]2)=[CH:21][CH:20]=3)=[O:8])=[O:4].Cl.[CH3:58][O:59][C:60]([NH:62][C@@H:63]([CH:67]([CH3:69])[CH3:68])[C:64](O)=[O:65])=[O:61].[CH3:70][CH2:71]OC(C(C#N)=NOC(N1CCOCC1)=[N+](C)C)=O.F[P-](F)(F)(F)(F)F.CCN(C(C)C)C(C)C. The catalyst is C(Cl)Cl.CN(C=O)C. The product is [CH3:1][O:2][C:3]([NH:5][C@@H:6]([CH:54]([CH3:56])[CH3:55])[C:7]([N:9]1[C@H:10]([C:14]2[NH:18][C:17]3[C:19]4[C:24]([CH:25]=[CH:26][C:16]=3[N:15]=2)=[CH:23][C:22]([C:27]2[CH:28]=[C:29]3[C:51](=[CH:52][CH:53]=2)[C:33]2[NH:34][C:35]([C@@H:37]5[CH2:42][CH2:43][CH2:39][N:38]5[C:64](=[O:65])[C@@H:63]([NH:62][C:60](=[O:61])[O:59][CH3:58])[CH:67]([CH3:69])[CH3:68])=[N:36][C:32]=2[CH:31]=[CH:30]3)=[CH:21][CH:20]=4)[C@@H:11]2[CH2:12][C@H:13]1[CH2:70][CH2:71]2)=[O:8])=[O:4]. The yield is 0.770.